From a dataset of Catalyst prediction with 721,799 reactions and 888 catalyst types from USPTO. Predict which catalyst facilitates the given reaction. (1) Reactant: [CH3:1][C:2]1[N:7]=[C:6]([C:8]2[CH:13]=[CH:12][CH:11]=[C:10]([C:14]3[CH:15]=[C:16]([NH2:20])[CH:17]=[CH:18][CH:19]=3)[N:9]=2)[CH:5]=[C:4]([C:21]2[CH:26]=[CH:25][C:24]([C:27]([F:30])([F:29])[F:28])=[CH:23][CH:22]=2)[CH:3]=1.C(N(CC)CC)C.[N:38]1([S:44](Cl)(=[O:46])=[O:45])[CH2:43][CH2:42][O:41][CH2:40][CH2:39]1. Product: [CH3:1][C:2]1[N:7]=[C:6]([C:8]2[CH:13]=[CH:12][CH:11]=[C:10]([C:14]3[CH:15]=[C:16]([NH:20][S:44]([N:38]4[CH2:43][CH2:42][O:41][CH2:40][CH2:39]4)(=[O:46])=[O:45])[CH:17]=[CH:18][CH:19]=3)[N:9]=2)[CH:5]=[C:4]([C:21]2[CH:26]=[CH:25][C:24]([C:27]([F:28])([F:30])[F:29])=[CH:23][CH:22]=2)[CH:3]=1. The catalyst class is: 4. (2) Reactant: [CH2:1]([C:4]1[C:9]([N+:10]([O-:12])=[O:11])=[CH:8][CH:7]=[CH:6][C:5]=1[OH:13])[CH:2]=[CH2:3].[C:14](OC(=O)C)(=[O:16])[CH3:15]. Product: [C:14]([O:13][C:5]1[C:4]([CH2:1][CH:2]=[CH2:3])=[C:9]([N+:10]([O-:12])=[O:11])[CH:8]=[CH:7][CH:6]=1)(=[O:16])[CH3:15]. The catalyst class is: 17. (3) Reactant: Cl.[F:2][C:3]1[CH:4]=[C:5]([CH:26]=[CH:27][CH:28]=1)[CH2:6][O:7][C:8]1[CH:13]=[CH:12][C:11]([NH:14][C:15]2[C:24]3[C:19](=[CH:20][CH:21]=[C:22](I)[CH:23]=3)[N:18]=[CH:17][N:16]=2)=[CH:10][CH:9]=1.[CH:29]([O-])=[O:30].[Na+].C(N(CC)CC)C. Product: [F:2][C:3]1[CH:4]=[C:5]([CH:26]=[CH:27][CH:28]=1)[CH2:6][O:7][C:8]1[CH:13]=[CH:12][C:11]([NH:14][C:15]2[C:24]3[C:19](=[CH:20][CH:21]=[C:22]([CH:29]=[O:30])[CH:23]=3)[N:18]=[CH:17][N:16]=2)=[CH:10][CH:9]=1. The catalyst class is: 558. (4) Reactant: [Cl:1][C:2]1[CH:7]=[CH:6][C:5](SC)=[CH:4][CH:3]=1.N1C(=O)NC(=O)N[C:11]1=O.Cl[O-].[Na+].[S:22]([O-:25])([O-])=[O:23].[Na+].[Na+]. Product: [Cl:1][C:2]1[CH:7]=[CH:6][C:5]([S:22]([CH3:11])(=[O:25])=[O:23])=[CH:4][CH:3]=1. The catalyst class is: 226. (5) Reactant: [N:1]1[C:2](=[O:10])[CH:3]=[C:4]2[C:9]=1[CH:8]=[CH:7][CH:6]=[CH:5]2.[F:11][C:12]1[CH:13]=[C:14]([CH:17]=[CH:18][C:19]=1[O:20][CH3:21])[CH:15]=O. Product: [F:11][C:12]1[CH:13]=[C:14]([CH:17]=[CH:18][C:19]=1[O:20][CH3:21])[CH:15]=[C:3]1[C:4]2[C:9](=[CH:8][CH:7]=[CH:6][CH:5]=2)[NH:1][C:2]1=[O:10]. The catalyst class is: 495. (6) Reactant: [NH2:1][C:2]1[CH:11]=[CH:10][C:5]([C:6]([O:8][CH3:9])=[O:7])=[C:4]([O:12][CH3:13])[CH:3]=1.C(N(C(C)C)CC)(C)C.[F:23][C:24]1[CH:32]=[CH:31][CH:30]=[CH:29][C:25]=1[C:26](Cl)=[O:27]. Product: [F:23][C:24]1[CH:32]=[CH:31][CH:30]=[CH:29][C:25]=1[C:26]([NH:1][C:2]1[CH:11]=[CH:10][C:5]([C:6]([O:8][CH3:9])=[O:7])=[C:4]([O:12][CH3:13])[CH:3]=1)=[O:27]. The catalyst class is: 4. (7) Product: [Cl:1][C:2]1[C:10]2[N:9]=[C:8]3[N:11]([C:16]4[N:17]=[CH:18][C:19]([NH2:23])=[CH:20][C:21]=4[CH3:22])[CH2:12][CH2:13][CH2:14][CH2:15][N:7]3[C:6]=2[C:5]([CH:26]([CH2:29][CH3:30])[CH2:27][CH3:28])=[CH:4][CH:3]=1. Reactant: [Cl:1][C:2]1[C:10]2[N:9]=[C:8]3[N:11]([C:16]4[C:21]([CH3:22])=[CH:20][C:19]([N+:23]([O-])=O)=[CH:18][N:17]=4)[CH2:12][CH2:13][CH2:14][CH2:15][N:7]3[C:6]=2[C:5]([CH:26]([CH2:29][CH3:30])[CH2:27][CH3:28])=[CH:4][CH:3]=1. The catalyst class is: 304. (8) Reactant: [CH3:1][CH:2]([CH3:19])[CH2:3][C@@H:4]([B:6]1[O:10][C@@H]2C[C@@H]3C[C@H]([C@]2(C)[O:7]1)C3(C)C)[NH3+:5].F[B-](F)(F)F.[N:25]1(OC(N(C)C)=[N+](C)C)[C:29]2C=CC=C[C:28]=2[N:27]=N1.C(O[C:47]([NH:49][C@H:50]([C:58]([OH:60])=O)[CH2:51][C:52]1[CH:57]=[CH:56][CH:55]=[CH:54][CH:53]=1)=[O:48])(C)(C)C.[CH:61](N(CC)C(C)C)(C)[CH3:62].C(B(O)O)C(C)C.Cl. Product: [CH3:19][CH:2]([CH3:1])[CH2:3][C@@H:4]([B:6]([OH:7])[OH:10])[NH:5][C:58](=[O:60])[C@@H:50]([NH:49][C:47]([C:29]1[CH:28]=[N:27][CH:62]=[CH:61][N:25]=1)=[O:48])[CH2:51][C:52]1[CH:53]=[CH:54][CH:55]=[CH:56][CH:57]=1. The catalyst class is: 138.